The task is: Predict which catalyst facilitates the given reaction.. This data is from Catalyst prediction with 721,799 reactions and 888 catalyst types from USPTO. (1) Reactant: Cl[C:2]1[N:11]=[C:10]([N:12]([CH3:14])[CH3:13])[C:9]2[C:4](=[CH:5][CH:6]=[CH:7][CH:8]=2)[N:3]=1.[CH2:15]([N:22]1[CH2:26][CH2:25][CH:24]([NH2:27])[CH2:23]1)[C:16]1[CH:21]=[CH:20][CH:19]=[CH:18][CH:17]=1.C([O-])(O)=O.[Na+]. Product: [CH2:15]([N:22]1[CH2:26][CH2:25][CH:24]([NH:27][C:2]2[N:11]=[C:10]([N:12]([CH3:14])[CH3:13])[C:9]3[C:4](=[CH:5][CH:6]=[CH:7][CH:8]=3)[N:3]=2)[CH2:23]1)[C:16]1[CH:17]=[CH:18][CH:19]=[CH:20][CH:21]=1. The catalyst class is: 51. (2) Reactant: [CH:1]([C:4]12[CH2:11][CH2:10][C:7]([CH3:12])([CH:8]=[CH:9]1)[CH2:6][CH:5]2[C:13]([OH:15])=O)([CH3:3])[CH3:2].C(C12CCC(C)(C=C1)C(C(O)=O)C2)(C)C.S(Cl)(Cl)=O.[OH-].[K+].[CH2:37]([NH2:39])[CH3:38]. Product: [CH2:37]([NH:39][C:13]([CH:5]1[CH2:6][C:7]2([CH3:12])[CH2:10][CH2:11][C:4]1([CH:1]([CH3:2])[CH3:3])[CH:9]=[CH:8]2)=[O:15])[CH3:38]. The catalyst class is: 11. (3) Reactant: Br[CH2:2][CH2:3][N:4]1[C:8]2[C:9]([F:13])=[CH:10][CH:11]=[CH:12][C:7]=2[N:6]([C:14]2[CH:19]=[CH:18][CH:17]=[CH:16][C:15]=2[F:20])[S:5]1(=[O:22])=[O:21].[CH3:23][CH:24]1[CH2:29][NH:28][CH2:27][CH:26]([CH3:30])[NH:25]1.[ClH:31]. Product: [ClH:31].[ClH:31].[CH3:23][C@H:24]1[NH:25][C@@H:26]([CH3:30])[CH2:27][N:28]([CH2:2][CH2:3][N:4]2[C:8]3[C:9]([F:13])=[CH:10][CH:11]=[CH:12][C:7]=3[N:6]([C:14]3[CH:19]=[CH:18][CH:17]=[CH:16][C:15]=3[F:20])[S:5]2(=[O:22])=[O:21])[CH2:29]1. The catalyst class is: 3.